Dataset: Catalyst prediction with 721,799 reactions and 888 catalyst types from USPTO. Task: Predict which catalyst facilitates the given reaction. (1) Reactant: [CH2:1]([O:8][C:9]([NH:11][C@H:12]([P:14]([O:34]C)([O:16][C@@H:17]([CH2:22][CH2:23][CH2:24][CH2:25][NH:26][C:27]([O:29][C:30]([CH3:33])([CH3:32])[CH3:31])=[O:28])[C:18]([O:20]C)=[O:19])=[O:15])[CH3:13])=[O:10])[C:2]1[CH:7]=[CH:6][CH:5]=[CH:4][CH:3]=1.C(=O)([O-])[O-].[K+].[K+].Cl. Product: [CH2:1]([O:8][C:9]([NH:11][C@H:12]([P:14]([OH:34])([O:16][C@@H:17]([CH2:22][CH2:23][CH2:24][CH2:25][NH:26][C:27]([O:29][C:30]([CH3:33])([CH3:32])[CH3:31])=[O:28])[C:18]([OH:20])=[O:19])=[O:15])[CH3:13])=[O:10])[C:2]1[CH:7]=[CH:6][CH:5]=[CH:4][CH:3]=1. The catalyst class is: 5. (2) Reactant: [C:1]([O:5][C:6](=[O:20])[CH2:7][CH2:8][S:9][CH2:10][C:11]1[CH:12]=[C:13]([CH:17]=[CH:18][CH:19]=1)[C:14]([OH:16])=O)([CH3:4])([CH3:3])[CH3:2].CCN=C=NCCCN(C)C.Cl.[NH2:33][C:34]1[CH:39]=[CH:38][C:37]([N:40]2[CH2:45][CH2:44][CH2:43][CH2:42][CH2:41]2)=[CH:36][C:35]=1[C:46]1[N:51]=[CH:50][N:49]=[C:48]([NH:52][CH:53]([C:55]2[CH:60]=[CH:59][CH:58]=[C:57]([C:61]([F:64])([F:63])[F:62])[CH:56]=2)[CH3:54])[CH:47]=1. Product: [N:40]1([C:37]2[CH:38]=[CH:39][C:34]([NH:33][C:14]([C:13]3[CH:12]=[C:11]([CH:19]=[CH:18][CH:17]=3)[CH2:10][S:9][CH2:8][CH2:7][C:6]([O:5][C:1]([CH3:2])([CH3:3])[CH3:4])=[O:20])=[O:16])=[C:35]([C:46]3[CH:47]=[C:48]([NH:52][CH:53]([C:55]4[CH:60]=[CH:59][CH:58]=[C:57]([C:61]([F:64])([F:62])[F:63])[CH:56]=4)[CH3:54])[N:49]=[CH:50][N:51]=3)[CH:36]=2)[CH2:41][CH2:42][CH2:43][CH2:44][CH2:45]1. The catalyst class is: 112.